This data is from Peptide-MHC class I binding affinity with 185,985 pairs from IEDB/IMGT. The task is: Regression. Given a peptide amino acid sequence and an MHC pseudo amino acid sequence, predict their binding affinity value. This is MHC class I binding data. (1) The peptide sequence is LTPEVASL. The MHC is Mamu-B17 with pseudo-sequence Mamu-B17. The binding affinity (normalized) is 0. (2) The peptide sequence is NHINAELSL. The MHC is HLA-B38:01 with pseudo-sequence HLA-B38:01. The binding affinity (normalized) is 0.508. (3) The peptide sequence is AELLAACF. The MHC is HLA-B40:01 with pseudo-sequence HLA-B40:01. The binding affinity (normalized) is 0.390.